Dataset: Full USPTO retrosynthesis dataset with 1.9M reactions from patents (1976-2016). Task: Predict the reactants needed to synthesize the given product. (1) Given the product [CH:1]1([N:5]2[CH2:6][CH2:7][N:8]([C:11]3[C:21]4[CH2:20][CH2:19][N:18]([C:22]([C:23]5[CH:28]=[CH:27][CH:26]=[CH:25][CH:24]=5)=[O:29])[CH2:17][CH2:16][C:15]=4[N:14]=[CH:13][N:12]=3)[CH2:9][CH2:10]2)[CH2:4][CH2:3][CH2:2]1, predict the reactants needed to synthesize it. The reactants are: [CH:1]1([N:5]2[CH2:10][CH2:9][N:8]([C:11]3[C:21]4[CH2:20][CH2:19][NH:18][CH2:17][CH2:16][C:15]=4[N:14]=[CH:13][N:12]=3)[CH2:7][CH2:6]2)[CH2:4][CH2:3][CH2:2]1.[C:22](Cl)(=[O:29])[C:23]1[CH:28]=[CH:27][CH:26]=[CH:25][CH:24]=1. (2) Given the product [Cl:1][C:2]1[CH:3]=[CH:4][CH:5]=[C:6]2[C:11]=1[CH2:10][N:9]([CH2:17][C:16]1[CH:19]=[CH:20][CH:21]=[C:14]([C:13]([F:12])([F:22])[F:23])[CH:15]=1)[CH2:8][CH2:7]2, predict the reactants needed to synthesize it. The reactants are: [Cl:1][C:2]1[CH:3]=[CH:4][CH:5]=[C:6]2[C:11]=1[CH2:10][NH:9][CH2:8][CH2:7]2.[F:12][C:13]([F:23])([F:22])[C:14]1[CH:15]=[C:16]([CH:19]=[CH:20][CH:21]=1)[CH:17]=O.C([O-])(=O)C.[Na+].C(O)(=O)C.C(O[BH-](OC(=O)C)OC(=O)C)(=O)C.[Na+]. (3) The reactants are: [CH:1]([C:3]1[S:7][C:6]([C:8]([OH:10])=O)=[CH:5][C:4]=1[CH3:11])=[O:2].[OH:12][CH2:13][C:14]([NH:16][CH2:17][C@H:18]([OH:33])[CH2:19][O:20][C:21]1[C:26]([CH3:27])=[CH:25][C:24]([C:28](=[NH:31])[NH:29]O)=[CH:23][C:22]=1[CH3:32])=[O:15]. Given the product [CH:1]([C:3]1[S:7][C:6]([C:8]2[O:10][N:31]=[C:28]([C:24]3[CH:23]=[C:22]([CH3:32])[C:21]([O:20][CH2:19][C@@H:18]([OH:33])[CH2:17][NH:16][C:14](=[O:15])[CH2:13][OH:12])=[C:26]([CH3:27])[CH:25]=3)[N:29]=2)=[CH:5][C:4]=1[CH3:11])=[O:2], predict the reactants needed to synthesize it. (4) Given the product [Cl:6][C:7]1[C:8]([C:13]2[CH:14]=[C:15]3[C:19](=[CH:20][CH:21]=2)[N:18]([CH3:1])[N:17]=[C:16]3[N:22]2[C:23](=[O:32])[C:24]3[C:29](=[CH:28][CH:27]=[CH:26][CH:25]=3)[C:30]2=[O:31])=[N:9][CH:10]=[CH:11][CH:12]=1, predict the reactants needed to synthesize it. The reactants are: [CH3:1]N(C)C=O.[Cl:6][C:7]1[C:8]([C:13]2[CH:14]=[C:15]3[C:19](=[CH:20][CH:21]=2)[NH:18][N:17]=[C:16]3[N:22]2[C:30](=[O:31])[C:29]3[C:24](=[CH:25][CH:26]=[CH:27][CH:28]=3)[C:23]2=[O:32])=[N:9][CH:10]=[CH:11][CH:12]=1.C(=O)([O-])[O-].[Cs+].[Cs+].CI. (5) Given the product [CH:1]([NH:14][C:15]1[C:24]2[C:19](=[CH:20][CH:21]=[CH:22][CH:23]=2)[N:18]=[C:17]([C:33]2[CH:32]=[CH:31][C:30]3[N:29]([CH:28]=[CH:27][N:26]=3)[CH:34]=2)[N:16]=1)([C:8]1[CH:13]=[CH:12][CH:11]=[CH:10][CH:9]=1)[C:2]1[CH:7]=[CH:6][CH:5]=[CH:4][CH:3]=1, predict the reactants needed to synthesize it. The reactants are: [CH:1]([NH:14][C:15]1[C:24]2[C:19](=[CH:20][CH:21]=[CH:22][CH:23]=2)[N:18]=[C:17](Cl)[N:16]=1)([C:8]1[CH:13]=[CH:12][CH:11]=[CH:10][CH:9]=1)[C:2]1[CH:7]=[CH:6][CH:5]=[CH:4][CH:3]=1.[N:26]1[CH:27]=[CH:28][N:29]2[CH:34]=[C:33](B(O)O)[CH:32]=[CH:31][C:30]=12.C(NC1C2C(=CC=CC=2)N=C(C2SC3C=CC=CC=3C=2)N=1)(C1C=CC=CC=1)C1C=CC=CC=1. (6) Given the product [NH3:16].[N:16]1([CH2:15][CH2:14][CH2:13][O:1][C:2]2[CH:7]=[CH:6][C:5]([C:8](=[O:10])[CH3:9])=[CH:4][CH:3]=2)[CH2:21][CH2:20][CH2:19][CH2:18][CH2:17]1, predict the reactants needed to synthesize it. The reactants are: [OH:1][C:2]1[CH:7]=[CH:6][C:5]([C:8](=[O:10])[CH3:9])=[CH:4][CH:3]=1.Cl.Cl[CH2:13][CH2:14][CH2:15][N:16]1[CH2:21][CH2:20][CH2:19][CH2:18][CH2:17]1.C(=O)([O-])[O-].[K+].[K+].[I-].[Na+]. (7) Given the product [F:1][C:2]1[C:7]([O:8][C:9]2[CH:14]=[CH:13][CH:12]=[CH:11][CH:10]=2)=[C:6]([F:15])[CH:5]=[CH:4][C:3]=1[CH:16]([NH:19][CH:20]([CH:23]1[CH2:28][CH2:27][CH2:26][CH2:25][CH:24]1[OH:29])[CH3:21])[CH2:17][CH3:18], predict the reactants needed to synthesize it. The reactants are: [F:1][C:2]1[C:7]([O:8][C:9]2[CH:14]=[CH:13][CH:12]=[CH:11][CH:10]=2)=[C:6]([F:15])[CH:5]=[CH:4][C:3]=1[CH:16]([NH2:19])[CH2:17][CH3:18].[C:20]([CH:23]1[CH2:28][CH2:27][CH2:26][CH2:25][C:24]1=[O:29])(=O)[CH3:21].C(O)(=O)C.C(O[BH-](OC(=O)C)OC(=O)C)(=O)C.[Na+].C(=O)([O-])O.[Na+]. (8) Given the product [C:1]([O:5][C:6]([N:8]1[CH2:9][CH2:10][CH:11]([C:14](=[O:16])[NH:44][C:45]2[CH:50]=[C:49]([O:51][C:52]3[CH:57]=[CH:56][C:55]([NH:24][CH3:28])=[C:54]([N+:60]([O-:62])=[O:61])[CH:53]=3)[CH:48]=[CH:47][N:46]=2)[CH2:12][CH2:13]1)=[O:7])([CH3:2])([CH3:3])[CH3:4], predict the reactants needed to synthesize it. The reactants are: [C:1]([O:5][C:6]([N:8]1[CH2:13][CH2:12][CH:11]([C:14]([OH:16])=O)[CH2:10][CH2:9]1)=[O:7])([CH3:4])([CH3:3])[CH3:2].F[P-](F)(F)(F)(F)F.[N:24]1(O[P+](N(C)C)(N(C)C)N(C)C)[C:28]2C=CC=CC=2N=N1.[NH2:44][C:45]1[CH:50]=[C:49]([O:51][C:52]2[CH:57]=[CH:56][C:55](CN)=[C:54]([N+:60]([O-:62])=[O:61])[CH:53]=2)[CH:48]=[CH:47][N:46]=1. (9) Given the product [CH3:1][C:2]1[N:7]=[C:6]([C:8]([OH:22])=[O:20])[C:5]([C:10]2[N:15]=[CH:14][C:13]([C:16]([F:19])([F:18])[F:17])=[CH:12][N:11]=2)=[CH:4][CH:3]=1, predict the reactants needed to synthesize it. The reactants are: [CH3:1][C:2]1[N:7]=[C:6]([C:8]#N)[C:5]([C:10]2[N:15]=[CH:14][C:13]([C:16]([F:19])([F:18])[F:17])=[CH:12][N:11]=2)=[CH:4][CH:3]=1.[OH2:20].C[OH:22].